This data is from Full USPTO retrosynthesis dataset with 1.9M reactions from patents (1976-2016). The task is: Predict the reactants needed to synthesize the given product. (1) Given the product [CH3:27][N:3]1[CH2:4][CH:5]([C:19]2[CH:20]=[CH:21][C:22]([CH3:25])=[CH:23][CH:24]=2)[C:6]2([CH2:11][CH2:10][CH2:9][N:8]([C:12]([O:14][C:15]([CH3:18])([CH3:17])[CH3:16])=[O:13])[CH2:7]2)[C:2]1=[O:1], predict the reactants needed to synthesize it. The reactants are: [O:1]=[C:2]1[C:6]2([CH2:11][CH2:10][CH2:9][N:8]([C:12]([O:14][C:15]([CH3:18])([CH3:17])[CH3:16])=[O:13])[CH2:7]2)[CH:5]([C:19]2[CH:24]=[CH:23][C:22]([CH3:25])=[CH:21][CH:20]=2)[CH2:4][NH:3]1.[Li+].[CH3:27][Si]([N-][Si](C)(C)C)(C)C.IC.[Cl-].[NH4+]. (2) Given the product [CH:22]12[CH2:28][CH:26]3[CH2:25][CH:24]([CH2:29][CH:20]([CH2:27]3)[CH:21]1[NH:30][C:31]([N:11]1[CH2:10][CH2:9][C:8]3([C:14]4[C:5](=[CH:4][CH:3]=[C:2]([CH3:1])[CH:15]=4)[CH:6]([CH2:16][C:17]([OH:19])=[O:18])[CH2:7]3)[CH2:13][CH2:12]1)=[O:32])[CH2:23]2, predict the reactants needed to synthesize it. The reactants are: [CH3:1][C:2]1[CH:15]=[C:14]2[C:5]([CH:6]([CH2:16][C:17]([OH:19])=[O:18])[CH2:7][C:8]32[CH2:13][CH2:12][NH:11][CH2:10][CH2:9]3)=[CH:4][CH:3]=1.[CH:20]12[CH2:29][CH:24]3[CH2:25][CH:26]([CH2:28][CH:22]([CH2:23]3)[CH:21]1[N:30]=[C:31]=[O:32])[CH2:27]2.CCN(C(C)C)C(C)C. (3) The reactants are: [NH2:1][C:2]1[C:17]([Cl:18])=[CH:16][CH:15]=[CH:14][C:3]=1[C:4]([NH:6][C:7]1[CH:12]=[CH:11][C:10]([Br:13])=[CH:9][CH:8]=1)=[O:5].[OH:19][CH2:20][CH2:21][O:22][C:23]1[C:30]([CH3:31])=[CH:29][C:26]([CH:27]=O)=[CH:25][C:24]=1[CH3:32]. Given the product [Br:13][C:10]1[CH:9]=[CH:8][C:7]([N:6]2[C:4](=[O:5])[C:3]3[C:2](=[C:17]([Cl:18])[CH:16]=[CH:15][CH:14]=3)[N:1]=[C:27]2[C:26]2[CH:29]=[C:30]([CH3:31])[C:23]([O:22][CH2:21][CH2:20][OH:19])=[C:24]([CH3:32])[CH:25]=2)=[CH:12][CH:11]=1, predict the reactants needed to synthesize it.